Task: Predict the product of the given reaction.. Dataset: Forward reaction prediction with 1.9M reactions from USPTO patents (1976-2016) (1) The product is: [Br:1][C:2](=[C:16]1[CH2:17][CH2:18][N:19]([CH2:22][C:23]2[CH:35]=[CH:34][N:33]=[CH:25][CH:24]=2)[CH2:20][CH2:21]1)[C:3]1[CH:4]=[CH:5][C:6]([C:7]([N:9]([CH2:10][CH3:11])[CH2:12][CH3:13])=[O:8])=[CH:14][CH:15]=1. Given the reactants [Br:1][C:2](=[C:16]1[CH2:21][CH2:20][N:19]([CH2:22][CH2:23][CH2:24][CH3:25])[CH2:18][CH2:17]1)[C:3]1[CH:15]=[CH:14][C:6]([C:7]([N:9]([CH2:12][CH3:13])[CH2:10][CH3:11])=[O:8])=[CH:5][CH:4]=1.C(OC([N:33]1CCC(=C(Br)C2C=CC(C(=O)N(CC)CC)=CC=2)[CH2:35][CH2:34]1)=O)(C)(C)C.N1C=CC(C=O)=CC=1, predict the reaction product. (2) Given the reactants [Cl:1][S:2]([N:5]=[C:6]=[O:7])(=[O:4])=[O:3].[C:8]([OH:12])([CH3:11])([CH3:10])[CH3:9], predict the reaction product. The product is: [Cl:1][S:2]([NH:5][C:6](=[O:7])[O:12][C:8]([CH3:11])([CH3:10])[CH3:9])(=[O:4])=[O:3].